From a dataset of Full USPTO retrosynthesis dataset with 1.9M reactions from patents (1976-2016). Predict the reactants needed to synthesize the given product. Given the product [O:1]=[C:2]([C:13]1[O:14][C:15]([C:18]2[CH:23]=[CH:22][CH:21]=[CH:20][N:19]=2)=[CH:16][N:17]=1)[CH2:3][CH2:4][CH2:5][CH2:6][C:7]#[C:8][C:25]1[CH:34]=[CH:33][CH:32]=[CH:31][C:26]=1[C:27]([O:29][CH3:30])=[O:28], predict the reactants needed to synthesize it. The reactants are: [O:1]=[C:2]([C:13]1[O:14][C:15]([C:18]2[CH:23]=[CH:22][CH:21]=[CH:20][N:19]=2)=[CH:16][N:17]=1)[CH2:3][CH2:4][CH2:5][CH2:6][C:7]#[C:8][Si](C)(C)C.I[C:25]1[CH:34]=[CH:33][CH:32]=[CH:31][C:26]=1[C:27]([O:29][CH3:30])=[O:28].